Dataset: Full USPTO retrosynthesis dataset with 1.9M reactions from patents (1976-2016). Task: Predict the reactants needed to synthesize the given product. (1) Given the product [C:1]([NH:4][CH2:5][CH2:6][CH2:7][S:8]([O:11][CH2:12][C:13]([CH3:38])([CH3:37])[C@@H:14]([OH:29])[C:15]([O:17][CH2:18][CH2:19][O:20][C:21]([CH:23]1[CH2:28][CH2:27][CH2:26][CH2:25][CH2:24]1)=[O:22])=[O:16])(=[O:10])=[O:9])(=[O:3])[CH3:2], predict the reactants needed to synthesize it. The reactants are: [C:1]([NH:4][CH2:5][CH2:6][CH2:7][S:8]([O:11][CH2:12][C:13]([CH3:38])([CH3:37])[C@@H:14]([O:29]CC1C=CC=CC=1)[C:15]([O:17][CH2:18][CH2:19][O:20][C:21]([CH:23]1[CH2:28][CH2:27][CH2:26][CH2:25][CH2:24]1)=[O:22])=[O:16])(=[O:10])=[O:9])(=[O:3])[CH3:2].Cl. (2) The reactants are: [CH2:1]([I:3])[CH3:2].[CH3:4][O:5][C:6]1[CH:7]=[C:8]2[C:13](=[C:14]([O:16][CH3:17])[CH:15]=1)[CH:12]=[N:11][CH2:10][CH2:9]2. Given the product [I-:3].[CH2:10]([N+:11]1[CH2:2][CH2:1][C:8]2[C:13](=[C:14]([O:16][CH3:17])[CH:15]=[C:6]([O:5][CH3:4])[CH:7]=2)[CH:12]=1)[CH3:9], predict the reactants needed to synthesize it. (3) Given the product [C:1]([C:4]1[CH:5]=[CH:6][C:7]([C:8]([NH:20][C:19]2[CH:21]=[CH:22][C:16]([O:15][C:14]([F:13])([F:23])[F:24])=[CH:17][CH:18]=2)=[O:10])=[CH:11][CH:12]=1)(=[O:3])[CH3:2], predict the reactants needed to synthesize it. The reactants are: [C:1]([C:4]1[CH:12]=[CH:11][C:7]([C:8]([OH:10])=O)=[CH:6][CH:5]=1)(=[O:3])[CH3:2].[F:13][C:14]([F:24])([F:23])[O:15][C:16]1[CH:22]=[CH:21][C:19]([NH2:20])=[CH:18][CH:17]=1.CN(C(ON1N=NC2C=CC=NC1=2)=[N+](C)C)C.F[P-](F)(F)(F)(F)F. (4) Given the product [C:1]12([CH2:11][O:12][C:15]3[C:14]([Cl:13])=[CH:22][C:18]([C:19]([OH:21])=[O:20])=[CH:17][N:16]=3)[CH2:8][CH:7]3[CH2:6][CH:5]([CH2:4][CH:3]([CH2:9]3)[CH2:2]1)[CH2:10]2, predict the reactants needed to synthesize it. The reactants are: [C:1]12([CH2:11][OH:12])[CH2:10][CH:5]3[CH2:6][CH:7]([CH2:9][CH:3]([CH2:4]3)[CH2:2]1)[CH2:8]2.[Cl:13][C:14]1[C:15](Cl)=[N:16][CH:17]=[C:18]([CH:22]=1)[C:19]([OH:21])=[O:20].CC(C)([O-])C.[K+]. (5) Given the product [CH2:20]([Sn:11]([CH2:12][CH2:13][CH2:14][CH3:15])([CH2:16][CH2:17][CH2:18][CH3:19])[C:5]1[O:1][CH2:2][CH2:3][CH:4]=1)[CH2:21][CH2:22][CH3:23], predict the reactants needed to synthesize it. The reactants are: [O:1]1[CH:5]=[CH:4][CH2:3][CH2:2]1.[Li]C(C)(C)C.[Sn:11](Cl)([CH2:20][CH2:21][CH2:22][CH3:23])([CH2:16][CH2:17][CH2:18][CH3:19])[CH2:12][CH2:13][CH2:14][CH3:15].[NH4+].[Cl-]. (6) Given the product [O:32]1[C:36]2[CH:37]=[CH:38][C:39]([C:2]3[C:7]([CH:8]([CH2:13][CH2:14][CH3:15])[C:9]([O:11][CH3:12])=[O:10])=[C:6]([CH3:16])[N:5]=[C:4]([C:17]4[CH:22]=[CH:21][CH:20]=[CH:19][CH:18]=4)[N:3]=3)=[CH:40][C:35]=2[CH2:34][CH2:33]1, predict the reactants needed to synthesize it. The reactants are: Cl[C:2]1[C:7]([CH:8]([CH2:13][CH2:14][CH3:15])[C:9]([O:11][CH3:12])=[O:10])=[C:6]([CH3:16])[N:5]=[C:4]([C:17]2[CH:22]=[CH:21][CH:20]=[CH:19][CH:18]=2)[N:3]=1.C(N(CC)C(C)C)(C)C.[O:32]1[C:36]2[CH:37]=[CH:38][C:39](B(O)O)=[CH:40][C:35]=2[CH2:34][CH2:33]1.